Task: Predict the product of the given reaction.. Dataset: Forward reaction prediction with 1.9M reactions from USPTO patents (1976-2016) (1) Given the reactants C[O:2][C:3](=[O:30])[CH2:4][N:5]([S:15]([C:18]1[CH:23]=[CH:22][C:21]([O:24][CH2:25][CH2:26][CH2:27][CH2:28][F:29])=[CH:20][CH:19]=1)(=[O:17])=[O:16])[CH2:6][C:7]1[CH:12]=[CH:11][C:10]([O:13][CH3:14])=[CH:9][CH:8]=1.Cl, predict the reaction product. The product is: [F:29][CH2:28][CH2:27][CH2:26][CH2:25][O:24][C:21]1[CH:22]=[CH:23][C:18]([S:15]([N:5]([CH2:4][C:3]([OH:30])=[O:2])[CH2:6][C:7]2[CH:8]=[CH:9][C:10]([O:13][CH3:14])=[CH:11][CH:12]=2)(=[O:17])=[O:16])=[CH:19][CH:20]=1. (2) Given the reactants [Si](=O)=O.B(O)(O)O.N1CCCCC1.[CH3:14][C:15]([C:17]1[C:18]([OH:24])=[CH:19][CH:20]=[CH:21][C:22]=1[OH:23])=[O:16].[C:25]([C:29]1[CH:36]=[CH:35][C:32]([CH:33]=O)=[CH:31][CH:30]=1)([CH3:28])([CH3:27])[CH3:26].Cl, predict the reaction product. The product is: [C:25]([C:29]1[CH:30]=[CH:31][C:32]([CH:33]2[CH2:14][C:15](=[O:16])[C:17]3[C:18](=[CH:19][CH:20]=[CH:21][C:22]=3[OH:23])[O:24]2)=[CH:35][CH:36]=1)([CH3:28])([CH3:26])[CH3:27]. (3) Given the reactants [NH2:1][C:2]1[C:3]2[CH2:13][CH2:12][CH2:11][CH2:10][C:4]=2[Se:5][C:6]=1[C:7]([NH2:9])=[O:8].[N:14]([O-])=O.[Na+], predict the reaction product. The product is: [N:1]1[C:2]2[C:3]3[CH2:13][CH2:12][CH2:11][CH2:10][C:4]=3[Se:5][C:6]=2[C:7](=[O:8])[NH:9][N:14]=1.